From a dataset of PAMPA (Parallel Artificial Membrane Permeability Assay) permeability data from NCATS. Regression/Classification. Given a drug SMILES string, predict its absorption, distribution, metabolism, or excretion properties. Task type varies by dataset: regression for continuous measurements (e.g., permeability, clearance, half-life) or binary classification for categorical outcomes (e.g., BBB penetration, CYP inhibition). Dataset: pampa_ncats. The compound is C[C@@H]1CN(S(=O)(=O)C2=CC=CC=C2O1)CC3=C(C=CC(=C3)[C@H](CC(=O)O)C4=CC5=C(C(=C4)OC)N(N=N5)C)C. The result is 0 (low-to-moderate permeability).